Dataset: Forward reaction prediction with 1.9M reactions from USPTO patents (1976-2016). Task: Predict the product of the given reaction. (1) Given the reactants C[O:2][C:3]1[CH:4]=[C:5]2[C:10](=[CH:11][CH:12]=1)[CH:9]=[C:8]([CH2:13][N:14]1[CH2:18][CH2:17][CH2:16][CH2:15]1)[CH:7]=[CH:6]2.[BrH:19], predict the reaction product. The product is: [BrH:19].[N:14]1([CH2:13][C:8]2[CH:9]=[C:10]3[C:5](=[CH:6][CH:7]=2)[CH:4]=[C:3]([OH:2])[CH:12]=[CH:11]3)[CH2:18][CH2:17][CH2:16][CH2:15]1. (2) Given the reactants [C:1]([NH:18][C@H:19]([C:23]([O:25][CH2:26][CH:27]([O:40][C:41](=[O:59])[CH2:42][CH2:43][CH2:44][CH2:45][CH2:46][CH2:47][CH2:48][CH2:49][CH2:50][CH2:51][CH2:52][CH2:53][CH2:54][CH2:55][CH2:56][CH2:57][CH3:58])[CH:28]=[CH:29][C:30]([O:32]CC1C=CC=CC=1)=[O:31])=[O:24])[CH:20]([CH3:22])[CH3:21])([O:3][CH2:4][CH:5]1[C:17]2[C:12](=[CH:13][CH:14]=[CH:15][CH:16]=2)[C:11]2[C:6]1=[CH:7][CH:8]=[CH:9][CH:10]=2)=[O:2], predict the reaction product. The product is: [C:1]([NH:18][C@H:19]([C:23]([O:25][CH2:26][CH:27]([O:40][C:41](=[O:59])[CH2:42][CH2:43][CH2:44][CH2:45][CH2:46][CH2:47][CH2:48][CH2:49][CH2:50][CH2:51][CH2:52][CH2:53][CH2:54][CH2:55][CH2:56][CH2:57][CH3:58])[CH2:28][CH2:29][C:30]([OH:32])=[O:31])=[O:24])[CH:20]([CH3:22])[CH3:21])([O:3][CH2:4][CH:5]1[C:17]2[C:12](=[CH:13][CH:14]=[CH:15][CH:16]=2)[C:11]2[C:6]1=[CH:7][CH:8]=[CH:9][CH:10]=2)=[O:2]. (3) Given the reactants [Cl:1][C:2]1[CH:10]=[C:9]2[C:5]([C:6]([C:11]([N:13]3[CH2:18][CH2:17][C:16]4([C:22]5[CH:23]=[CH:24][CH:25]=[CH:26][C:21]=5[C:20](=[O:27])[O:19]4)[CH2:15][CH2:14]3)=[O:12])=[CH:7][NH:8]2)=[CH:4][CH:3]=1.[N:28]1([C:34](Cl)=[O:35])[CH2:33][CH2:32][CH2:31][CH2:30][CH2:29]1, predict the reaction product. The product is: [Cl:1][C:2]1[CH:10]=[C:9]2[C:5]([C:6]([C:11]([N:13]3[CH2:18][CH2:17][C:16]4([C:22]5[CH:23]=[CH:24][CH:25]=[CH:26][C:21]=5[C:20](=[O:27])[O:19]4)[CH2:15][CH2:14]3)=[O:12])=[CH:7][N:8]2[C:34]([N:28]2[CH2:33][CH2:32][CH2:31][CH2:30][CH2:29]2)=[O:35])=[CH:4][CH:3]=1. (4) The product is: [C:3]([O:7][C:8](=[O:13])[CH2:9][C:10](=[O:11])[CH2:12][C:8](=[O:7])[CH2:9][CH3:10])([CH3:6])([CH3:4])[CH3:5]. Given the reactants [H-].[Na+].[C:3]([O:7][C:8](=[O:13])[CH2:9][C:10]([CH3:12])=[O:11])([CH3:6])([CH3:5])[CH3:4].Cl, predict the reaction product. (5) Given the reactants C[O-].[Na+].[C:4](OC)(=O)[CH2:5][C:6]([O:8][CH3:9])=[O:7].[CH2:13]([C:18]1C(=O)[CH2:20][CH2:21][C:22]=1[O:23]C)[CH2:14][CH2:15][CH2:16][CH3:17].Cl, predict the reaction product. The product is: [CH3:9][O:8][C:6](=[O:7])[CH2:5][C:4]1[CH2:20][CH2:21][C:22](=[O:23])[C:18]=1[CH2:13][CH2:14][CH2:15][CH2:16][CH3:17].